This data is from Forward reaction prediction with 1.9M reactions from USPTO patents (1976-2016). The task is: Predict the product of the given reaction. (1) Given the reactants [Cl:1][C:2]1[CH:3]=[C:4]2[N:11]=[C:10]([O:12][CH:13]3[CH:17]4[O:18][CH2:19][CH:20]([OH:21])[CH:16]4[O:15][CH2:14]3)[N:9]([CH2:22][O:23][CH2:24][CH2:25][Si:26]([CH3:29])([CH3:28])[CH3:27])[C:5]2=[N:6][C:7]=1I.CC1(C)C(C)(C)OB([C:38]2[CH:43]=[CH:42][C:41]([N:44]3[CH2:49][CH2:48][CH:47]([CH2:50][N:51]=[S:52]([CH3:55])([CH3:54])=[O:53])[CH2:46][CH2:45]3)=[CH:40][CH:39]=2)O1.C([O-])([O-])=O.[K+].[K+], predict the reaction product. The product is: [Cl:1][C:2]1[CH:3]=[C:4]2[N:11]=[C:10]([O:12][C@@H:13]3[CH2:14][O:15][C@@H:16]4[C@H:20]([OH:21])[CH2:19][O:18][C@H:17]34)[N:9]([CH2:22][O:23][CH2:24][CH2:25][Si:26]([CH3:29])([CH3:28])[CH3:27])[C:5]2=[N:6][C:7]=1[C:38]1[CH:43]=[CH:42][C:41]([N:44]2[CH2:49][CH2:48][CH:47]([CH2:50][N:51]=[S:52]([CH3:55])([CH3:54])=[O:53])[CH2:46][CH2:45]2)=[CH:40][CH:39]=1. (2) Given the reactants [Cl:1][C:2]1[N:10]=[C:9]2[C:5]([N:6]=[CH:7][N:8]2[CH:11]([CH3:13])[CH3:12])=[C:4](Cl)[N:3]=1.[CH3:15][C:16]1[S:20][C:19]([CH2:21][NH2:22])=[CH:18][CH:17]=1.Cl.CCN(CC)CC, predict the reaction product. The product is: [Cl:1][C:2]1[N:10]=[C:9]2[C:5]([N:6]=[CH:7][N:8]2[CH:11]([CH3:13])[CH3:12])=[C:4]([NH:22][CH2:21][C:19]2[S:20][C:16]([CH3:15])=[CH:17][CH:18]=2)[N:3]=1.